From a dataset of Reaction yield outcomes from USPTO patents with 853,638 reactions. Predict the reaction yield, written as a fraction of the theoretical maximum amount of product (1.0 means a 100% yield; for example, 0.34 means a 34% yield). (1) The reactants are [O:1]([C:8]1[CH:9]=[C:10]([CH:13]=[CH:14][CH:15]=1)[CH2:11]Cl)[C:2]1[CH:7]=[CH:6][CH:5]=[CH:4][CH:3]=1.N[C:17]([NH2:19])=[S:18].[OH-].[Na+].ClC1[S:24][C:25]2[C:31](=[O:32])[CH2:30][CH2:29][CH2:28][C:26]=2N=1.Cl. The catalyst is C(O)C. The product is [O:1]([C:8]1[CH:9]=[C:10]([CH:13]=[CH:14][CH:15]=1)[CH2:11][S:18][C:17]1[S:24][C:25]2[C:31](=[O:32])[CH2:30][CH2:29][CH2:28][C:26]=2[N:19]=1)[C:2]1[CH:7]=[CH:6][CH:5]=[CH:4][CH:3]=1. The yield is 0.910. (2) The reactants are Br[C:2]1[CH:3]=[CH:4][C:5]2[N:11]3[C:12]([CH3:15])=[N:13][N:14]=[C:10]3[C@H:9]([CH3:16])[CH2:8][N:7]([C:17]3[CH:22]=[CH:21][C:20]([Cl:23])=[CH:19][CH:18]=3)[C:6]=2[CH:24]=1.[CH3:25][N:26]1[CH:31]=[C:30](B2OC(C)(C)C(C)(C)O2)[CH:29]=[CH:28][C:27]1=[O:41].C(=O)([O-])[O-].[Cs+].[Cs+].C1(C)C=CC=CC=1. The catalyst is O.C1C=CC([P]([Pd]([P](C2C=CC=CC=2)(C2C=CC=CC=2)C2C=CC=CC=2)([P](C2C=CC=CC=2)(C2C=CC=CC=2)C2C=CC=CC=2)[P](C2C=CC=CC=2)(C2C=CC=CC=2)C2C=CC=CC=2)(C2C=CC=CC=2)C2C=CC=CC=2)=CC=1.C(O)C. The product is [Cl:23][C:20]1[CH:19]=[CH:18][C:17]([N:7]2[CH2:8][C@@H:9]([CH3:16])[C:10]3=[N:14][N:13]=[C:12]([CH3:15])[N:11]3[C:5]3[CH:4]=[CH:3][C:2]([C:30]4[CH:29]=[CH:28][C:27](=[O:41])[N:26]([CH3:25])[CH:31]=4)=[CH:24][C:6]2=3)=[CH:22][CH:21]=1. The yield is 0.349.